From a dataset of NCI-60 drug combinations with 297,098 pairs across 59 cell lines. Regression. Given two drug SMILES strings and cell line genomic features, predict the synergy score measuring deviation from expected non-interaction effect. (1) Drug 1: CC(CN1CC(=O)NC(=O)C1)N2CC(=O)NC(=O)C2. Drug 2: CS(=O)(=O)CCNCC1=CC=C(O1)C2=CC3=C(C=C2)N=CN=C3NC4=CC(=C(C=C4)OCC5=CC(=CC=C5)F)Cl. Cell line: OVCAR-8. Synergy scores: CSS=26.6, Synergy_ZIP=-4.73, Synergy_Bliss=3.41, Synergy_Loewe=2.85, Synergy_HSA=3.81. (2) Synergy scores: CSS=8.48, Synergy_ZIP=-7.41, Synergy_Bliss=-2.80, Synergy_Loewe=2.95, Synergy_HSA=-0.0799. Cell line: KM12. Drug 2: CC12CCC3C(C1CCC2OP(=O)(O)O)CCC4=C3C=CC(=C4)OC(=O)N(CCCl)CCCl.[Na+]. Drug 1: CC1C(C(CC(O1)OC2CC(CC3=C2C(=C4C(=C3O)C(=O)C5=C(C4=O)C(=CC=C5)OC)O)(C(=O)CO)O)N)O.Cl. (3) Drug 1: COC1=C(C=C2C(=C1)N=CN=C2NC3=CC(=C(C=C3)F)Cl)OCCCN4CCOCC4. Drug 2: B(C(CC(C)C)NC(=O)C(CC1=CC=CC=C1)NC(=O)C2=NC=CN=C2)(O)O. Cell line: SR. Synergy scores: CSS=38.8, Synergy_ZIP=0.736, Synergy_Bliss=-2.06, Synergy_Loewe=-2.93, Synergy_HSA=0.0373. (4) Drug 1: CCC1=C2CN3C(=CC4=C(C3=O)COC(=O)C4(CC)O)C2=NC5=C1C=C(C=C5)O. Drug 2: CC(C)(C#N)C1=CC(=CC(=C1)CN2C=NC=N2)C(C)(C)C#N. Synergy scores: CSS=22.4, Synergy_ZIP=-4.97, Synergy_Bliss=-3.40, Synergy_Loewe=-19.0, Synergy_HSA=-2.73. Cell line: HOP-92. (5) Drug 1: C1=CN(C(=O)N=C1N)C2C(C(C(O2)CO)O)O.Cl. Drug 2: CCC1(CC2CC(C3=C(CCN(C2)C1)C4=CC=CC=C4N3)(C5=C(C=C6C(=C5)C78CCN9C7C(C=CC9)(C(C(C8N6C)(C(=O)OC)O)OC(=O)C)CC)OC)C(=O)OC)O.OS(=O)(=O)O. Cell line: K-562. Synergy scores: CSS=47.8, Synergy_ZIP=-5.16, Synergy_Bliss=-11.1, Synergy_Loewe=-13.7, Synergy_HSA=-12.0. (6) Drug 1: CC1=C2C(C(=O)C3(C(CC4C(C3C(C(C2(C)C)(CC1OC(=O)C(C(C5=CC=CC=C5)NC(=O)OC(C)(C)C)O)O)OC(=O)C6=CC=CC=C6)(CO4)OC(=O)C)OC)C)OC. Drug 2: CC12CCC(CC1=CCC3C2CCC4(C3CC=C4C5=CN=CC=C5)C)O. Cell line: SNB-19. Synergy scores: CSS=47.8, Synergy_ZIP=4.39, Synergy_Bliss=4.25, Synergy_Loewe=-24.9, Synergy_HSA=4.99. (7) Drug 1: CC1=C(C(CCC1)(C)C)C=CC(=CC=CC(=CC(=O)O)C)C. Drug 2: CC1CCC2CC(C(=CC=CC=CC(CC(C(=O)C(C(C(=CC(C(=O)CC(OC(=O)C3CCCCN3C(=O)C(=O)C1(O2)O)C(C)CC4CCC(C(C4)OC)O)C)C)O)OC)C)C)C)OC. Cell line: RXF 393. Synergy scores: CSS=8.05, Synergy_ZIP=-0.634, Synergy_Bliss=0.699, Synergy_Loewe=-0.535, Synergy_HSA=1.28. (8) Drug 1: CC1C(C(CC(O1)OC2CC(CC3=C2C(=C4C(=C3O)C(=O)C5=C(C4=O)C(=CC=C5)OC)O)(C(=O)C)O)N)O.Cl. Drug 2: C1=C(C(=O)NC(=O)N1)N(CCCl)CCCl. Cell line: HS 578T. Synergy scores: CSS=16.4, Synergy_ZIP=-3.27, Synergy_Bliss=2.06, Synergy_Loewe=-3.31, Synergy_HSA=3.23. (9) Drug 1: CCC1=CC2CC(C3=C(CN(C2)C1)C4=CC=CC=C4N3)(C5=C(C=C6C(=C5)C78CCN9C7C(C=CC9)(C(C(C8N6C)(C(=O)OC)O)OC(=O)C)CC)OC)C(=O)OC.C(C(C(=O)O)O)(C(=O)O)O. Drug 2: CC1=C2C(C(=O)C3(C(CC4C(C3C(C(C2(C)C)(CC1OC(=O)C(C(C5=CC=CC=C5)NC(=O)C6=CC=CC=C6)O)O)OC(=O)C7=CC=CC=C7)(CO4)OC(=O)C)O)C)OC(=O)C. Cell line: HS 578T. Synergy scores: CSS=61.3, Synergy_ZIP=-6.84, Synergy_Bliss=-11.1, Synergy_Loewe=-16.7, Synergy_HSA=-8.16.